From a dataset of Forward reaction prediction with 1.9M reactions from USPTO patents (1976-2016). Predict the product of the given reaction. (1) Given the reactants BrC1C=CC([C:8]2[CH:21]=[CH:20][C:19]3[C:18]4[C:13](=[CH:14][CH:15]=[CH:16][CH:17]=4)[CH:12]=[CH:11][C:10]=3[CH:9]=2)=CC=1.C1C2C=CC3C(=CC=CC=3)C=2C=C(B(O)O)C=1.[Br:39][C:40]1[CH:41]=[C:42](I)[CH:43]=[CH:44][CH:45]=1, predict the reaction product. The product is: [Br:39][C:40]1[CH:45]=[C:44]([C:10]2[CH:11]=[CH:12][C:21]3[CH:20]=[CH:19][C:18]4[C:17]([C:8]=3[CH:9]=2)=[CH:16][CH:15]=[CH:14][CH:13]=4)[CH:43]=[CH:42][CH:41]=1. (2) Given the reactants I[C:2]1[CH:7]=[CH:6][CH:5]=[C:4]([C:8]([F:11])([F:10])[F:9])[CH:3]=1.[NH:12]1[C:20]2[C:15](=[C:16]([CH2:21][N:22]3[CH2:27][CH2:26][CH:25]([C:28]4[CH:29]=[C:30]([NH:34][C:35](=[O:39])[CH:36]([CH3:38])[CH3:37])[CH:31]=[CH:32][CH:33]=4)[CH2:24][CH2:23]3)[CH:17]=[CH:18][CH:19]=2)[CH:14]=[CH:13]1, predict the reaction product. The product is: [CH3:37][CH:36]([CH3:38])[C:35]([NH:34][C:30]1[CH:31]=[CH:32][CH:33]=[C:28]([CH:25]2[CH2:26][CH2:27][N:22]([CH2:21][C:16]3[CH:17]=[CH:18][CH:19]=[C:20]4[C:15]=3[CH:14]=[CH:13][N:12]4[C:2]3[CH:7]=[CH:6][CH:5]=[C:4]([C:8]([F:11])([F:10])[F:9])[CH:3]=3)[CH2:23][CH2:24]2)[CH:29]=1)=[O:39]. (3) The product is: [C:1]([C:3]1[C:11]2[C:6](=[CH:7][CH:8]=[C:9]([CH2:12][CH2:13][NH2:14])[CH:10]=2)[NH:5][CH:4]=1)#[N:2]. Given the reactants [C:1]([C:3]1[C:11]2[C:6](=[CH:7][CH:8]=[C:9]([CH2:12][CH2:13][N:14]=[N+]=[N-])[CH:10]=2)[NH:5][CH:4]=1)#[N:2].C1(P(C2C=CC=CC=2)C2C=CC=CC=2)C=CC=CC=1, predict the reaction product. (4) Given the reactants [CH:1]1([C:4]2[CH:9]=[CH:8][C:7]([N+:10]([O-:12])=[O:11])=[C:6](F)[CH:5]=2)[CH2:3][CH2:2]1.Cl.Cl.[O:16]1[CH2:21][CH2:20][CH:19]([N:22]2[CH2:27][CH2:26][CH:25]([NH2:28])[CH2:24][CH2:23]2)[CH2:18][CH2:17]1.C(N(CC)C(C)C)(C)C, predict the reaction product. The product is: [CH:1]1([C:4]2[CH:9]=[CH:8][C:7]([N+:10]([O-:12])=[O:11])=[C:6]([NH:28][CH:25]3[CH2:24][CH2:23][N:22]([CH:19]4[CH2:20][CH2:21][O:16][CH2:17][CH2:18]4)[CH2:27][CH2:26]3)[CH:5]=2)[CH2:3][CH2:2]1. (5) Given the reactants N1C=CC=CC=1.[NH2:7][C:8]1[CH:9]=[CH:10][CH:11]=[C:12]2[C:21]=1[CH2:20][C:19]1[CH:18]=[CH:17][CH:16]=[C:15]([C:22]3[NH:27][C:26](=[O:28])[CH:25]=[C:24]([N:29]4[CH2:34][CH2:33][O:32][CH2:31][CH2:30]4)[CH:23]=3)[C:14]=1[O:13]2.[C:35]1(=[O:41])[O:40][C:38](=[O:39])[CH2:37][CH2:36]1, predict the reaction product. The product is: [O:32]1[CH2:33][CH2:34][N:29]([C:24]2[CH:23]=[C:22]([C:15]3[CH:16]=[CH:17][CH:18]=[C:19]4[C:14]=3[O:13][C:12]3[CH:11]=[CH:10][CH:9]=[C:8]([NH:7][C:35](=[O:41])[CH2:36][CH2:37][C:38]([OH:40])=[O:39])[C:21]=3[CH2:20]4)[NH:27][C:26](=[O:28])[CH:25]=2)[CH2:30][CH2:31]1. (6) Given the reactants [CH2:1]([O:8][C:9]1[CH:14]=[CH:13][CH:12]=[C:11]([NH2:15])[C:10]=1[NH2:16])[C:2]1[CH:7]=[CH:6][CH:5]=[CH:4][CH:3]=1.O=[C:18]([C:24]([O-])=[O:25])[C:19]([O:21][CH2:22][CH3:23])=[O:20].C(O)(=O)C, predict the reaction product. The product is: [CH2:22]([O:21][C:19]([C:18]1[C:24](=[O:25])[NH:15][C:11]2[C:10](=[C:9]([O:8][CH2:1][C:2]3[CH:3]=[CH:4][CH:5]=[CH:6][CH:7]=3)[CH:14]=[CH:13][CH:12]=2)[N:16]=1)=[O:20])[CH3:23]. (7) Given the reactants [C:1]([O:5][C:6]([N:8]1[CH2:13][CH2:12][N:11]([C:14]2[C:23]3[C:18](=[CH:19][C:20]([Cl:24])=[CH:21][CH:22]=3)[NH:17][C:16](=O)[CH:15]=2)[CH2:10][CH2:9]1)=[O:7])([CH3:4])([CH3:3])[CH3:2].[H-].[Na+].[CH3:28][O:29][CH2:30][CH2:31][NH2:32], predict the reaction product. The product is: [C:1]([O:5][C:6]([N:8]1[CH2:13][CH2:12][N:11]([C:14]2[C:23]3[C:18](=[CH:19][C:20]([Cl:24])=[CH:21][CH:22]=3)[N:17]=[C:16]([NH:32][CH2:31][CH2:30][O:29][CH3:28])[CH:15]=2)[CH2:10][CH2:9]1)=[O:7])([CH3:2])([CH3:3])[CH3:4]. (8) Given the reactants [NH2:1][CH2:2][CH:3]([CH3:24])[CH2:4][C:5]([NH:7][C:8]1[CH:9]=[C:10]2[C:15](=[CH:16][CH:17]=1)[N:14]([CH2:18][CH3:19])[C:13](=[O:20])[N:12]([CH2:21][CH3:22])[C:11]2=[O:23])=[O:6].[Br:25][C:26]1[CH:34]=[CH:33][C:29]([C:30](O)=[O:31])=[CH:28][C:27]=1[Cl:35].CN(C(ON1N=NC2C=CC=NC1=2)=[N+](C)C)C.F[P-](F)(F)(F)(F)F, predict the reaction product. The product is: [Br:25][C:26]1[CH:34]=[CH:33][C:29]([C:30]([NH:1][CH2:2][CH:3]([CH3:24])[CH2:4][C:5]([NH:7][C:8]2[CH:9]=[C:10]3[C:15](=[CH:16][CH:17]=2)[N:14]([CH2:18][CH3:19])[C:13](=[O:20])[N:12]([CH2:21][CH3:22])[C:11]3=[O:23])=[O:6])=[O:31])=[CH:28][C:27]=1[Cl:35]. (9) Given the reactants [CH2:1]([N:8]([C@H:18]([C:20]1[CH:25]=[CH:24][CH:23]=[CH:22][CH:21]=1)[CH3:19])[C@@H:9]([CH2:14][CH2:15][CH2:16][CH3:17])[CH2:10][C:11](O)=[O:12])[C:2]1[CH:7]=[CH:6][CH:5]=[CH:4][CH:3]=1.B.O1CCCC1.CO.Cl, predict the reaction product. The product is: [CH2:1]([N:8]([C@H:18]([C:20]1[CH:21]=[CH:22][CH:23]=[CH:24][CH:25]=1)[CH3:19])[C@@H:9]([CH2:14][CH2:15][CH2:16][CH3:17])[CH2:10][CH2:11][OH:12])[C:2]1[CH:3]=[CH:4][CH:5]=[CH:6][CH:7]=1. (10) Given the reactants [N+:1]([C:4]1[CH:5]=[C:6]([CH3:12])[N+:7]([O-])=[C:8]([CH3:10])[CH:9]=1)([O-])=O.C.C(O)(=O)C, predict the reaction product. The product is: [NH2:1][C:4]1[CH:9]=[C:8]([CH3:10])[N:7]=[C:6]([CH3:12])[CH:5]=1.